From a dataset of hERG Central: cardiac toxicity at 1µM, 10µM, and general inhibition. Predict hERG channel inhibition at various concentrations. The molecule is CC(C)Cn1c(N)c(C(=O)COC(=O)Cc2cccs2)c(=O)n(C)c1=O. Results: hERG_inhib (hERG inhibition (general)): blocker.